Dataset: Forward reaction prediction with 1.9M reactions from USPTO patents (1976-2016). Task: Predict the product of the given reaction. (1) Given the reactants [C:1](=[O:4])([O-])[O-].[K+].[K+].[CH2:7]([C:9]1[CH:14]=[CH:13][C:12]([N+:15]([O-:17])=[O:16])=[CH:11][C:10]=1O)[CH3:8].CI, predict the reaction product. The product is: [CH2:7]([C:9]1[CH:10]=[CH:11][C:12]([N+:15]([O-:17])=[O:16])=[CH:13][C:14]=1[O:4][CH3:1])[CH3:8]. (2) Given the reactants O.NN.[CH:4]([C:7]1[N:8]([CH2:12][CH2:13][N:14]2C(=O)C3C(=CC=CC=3)C2=O)[CH:9]=[CH:10][N:11]=1)([CH3:6])[CH3:5], predict the reaction product. The product is: [CH:4]([C:7]1[N:8]([CH2:12][CH2:13][NH2:14])[CH:9]=[CH:10][N:11]=1)([CH3:6])[CH3:5]. (3) Given the reactants Br[CH2:2][C:3](=O)[CH2:4]Br.[NH2:7][C:8]([NH2:10])=[S:9].[CH3:11][OH:12], predict the reaction product. The product is: [CH3:11][O:12][CH2:2][C:3]1[N:7]=[C:8]([NH2:10])[S:9][CH:4]=1. (4) Given the reactants [Cl:1][C:2]1[CH:32]=[CH:31][C:5]([CH2:6][NH:7][C:8]([C:10]2[C:11](=[O:30])[C:12]3[S:19][C:18]([CH:20]=[O:21])=[C:17]([CH2:22][O:23][CH2:24][CH2:25][Si:26]([CH3:29])([CH3:28])[CH3:27])[C:13]=3[N:14]([CH3:16])[CH:15]=2)=[O:9])=[CH:4][CH:3]=1.C(O)(=O)C.C(O[BH-](OC(=O)C)OC(=O)C)(=O)C.[Na+], predict the reaction product. The product is: [Cl:1][C:2]1[CH:3]=[CH:4][C:5]([CH2:6][NH:7][C:8]([C:10]2[C:11](=[O:30])[C:12]3[S:19][C:18]([CH2:20][OH:21])=[C:17]([CH2:22][O:23][CH2:24][CH2:25][Si:26]([CH3:27])([CH3:28])[CH3:29])[C:13]=3[N:14]([CH3:16])[CH:15]=2)=[O:9])=[CH:31][CH:32]=1. (5) Given the reactants CC1[CH2:7][CH:6]([CH3:8])[CH2:5][NH:4][CH2:3]1.[CH3:9][O:10][C:11](=[O:14])[O:12]C.O.[CH3:16][C:17]([CH3:19])=O, predict the reaction product. The product is: [CH3:9][O:10][C:11](=[O:12])[O-:14].[CH3:3][N+:4]1([CH3:9])[CH2:5][CH:6]([CH3:8])[CH2:7][CH:17]([CH3:19])[CH2:16]1. (6) Given the reactants [CH2:1]([N:3]1[C:8](=[O:9])[C:7]([NH:10][C:11]2[CH:12]=[N:13][CH:14]=[CH:15][CH:16]=2)=[C:6]([C:17]([O:19][CH2:20]Cl)=[O:18])[C:5]([C:22]2[CH:27]=[CH:26][CH:25]=[CH:24][CH:23]=2)=[N:4]1)[CH3:2].[I-:28].[Na+], predict the reaction product. The product is: [CH2:1]([N:3]1[C:8](=[O:9])[C:7]([NH:10][C:11]2[CH:12]=[N:13][CH:14]=[CH:15][CH:16]=2)=[C:6]([C:17]([O:19][CH2:20][I:28])=[O:18])[C:5]([C:22]2[CH:27]=[CH:26][CH:25]=[CH:24][CH:23]=2)=[N:4]1)[CH3:2]. (7) Given the reactants [CH3:1][O:2][CH3:3].[CH2:4]([Li])CCC.[B:9]([O:14]C)([O:12]C)OC.[CH3:16][C:17]([OH:19])=O.[CH2:20]1[CH2:24][O:23][CH2:22][CH2:21]1, predict the reaction product. The product is: [CH3:1][O:2][C:3]1[CH:4]=[CH:16][C:17]2[O:19][CH2:20][CH2:24][O:23][C:22]=2[C:21]=1[B:9]([OH:12])[OH:14].